Predict the reactants needed to synthesize the given product. From a dataset of Full USPTO retrosynthesis dataset with 1.9M reactions from patents (1976-2016). (1) Given the product [CH3:18][C:19]1[C:20]([N:25]([CH2:46][O:47][CH2:48][CH2:49][O:50][CH3:51])[S:26]([C:29]2[S:30][C:31]([CH3:45])=[CH:32][C:33]=2[C:34]2[CH:39]=[CH:38][C:37]([CH2:36][N:8]3[C:9]4[C:4](=[C:3]([CH2:1][CH3:2])[N:12]=[C:11]([CH2:13][CH3:14])[CH:10]=4)[CH:5]=[CH:6][C:7]3=[O:15])=[CH:44][CH:35]=2)(=[O:27])=[O:28])=[N:21][O:22][C:23]=1[CH3:24], predict the reactants needed to synthesize it. The reactants are: [CH2:1]([C:3]1[N:12]=[C:11]([CH2:13][CH3:14])[CH:10]=[C:9]2[C:4]=1[CH:5]=[CH:6][C:7](=[O:15])[NH:8]2)[CH3:2].[H-].[Na+].[CH3:18][C:19]1[C:20]([N:25]([CH2:46][O:47][CH2:48][CH2:49][O:50][CH3:51])[S:26]([C:29]2[S:30][C:31]([CH3:45])=[CH:32][C:33]=2[C:34]2[CH:39]=[CH:38][C:37](S(C)(=O)=O)=[CH:36][C:35]=2[CH3:44])(=[O:28])=[O:27])=[N:21][O:22][C:23]=1[CH3:24]. (2) Given the product [F:1][C:2]1[CH:3]=[C:4]([N+:14]([O-:16])=[O:15])[C:5]([NH2:8])=[N:6][CH:7]=1, predict the reactants needed to synthesize it. The reactants are: [F:1][C:2]1[CH:3]=[CH:4][C:5]([NH2:8])=[N:6][CH:7]=1.S(=O)(=O)(O)O.[N+:14]([O-])([OH:16])=[O:15].[OH-].[Na+]. (3) Given the product [CH2:26]([NH:29][C:30]([NH:25][NH:24][C:22](=[O:23])[CH2:21][O:20][C:1]([C:8]1[CH:13]=[CH:12][CH:11]=[CH:10][CH:9]=1)([C:14]1[CH:15]=[CH:16][CH:17]=[CH:18][CH:19]=1)[C:2]1[CH:3]=[CH:4][CH:5]=[CH:6][CH:7]=1)=[O:31])[CH2:27][CH3:28], predict the reactants needed to synthesize it. The reactants are: [C:1]([O:20][CH2:21][C:22]([NH:24][NH2:25])=[O:23])([C:14]1[CH:19]=[CH:18][CH:17]=[CH:16][CH:15]=1)([C:8]1[CH:13]=[CH:12][CH:11]=[CH:10][CH:9]=1)[C:2]1[CH:7]=[CH:6][CH:5]=[CH:4][CH:3]=1.[CH2:26]([N:29]=[C:30]=[O:31])[CH2:27][CH3:28]. (4) Given the product [C:29]([C:28]1[CH:31]=[C:32]([N:7]2[C:6]3[N:8]=[CH:9][CH:10]=[CH:11][C:5]=3[CH2:4][N:3]([CH2:12][CH:13]3[CH2:14][CH2:15][N:16]([C:19]([O:21][C:22]([CH3:25])([CH3:24])[CH3:23])=[O:20])[CH2:17][CH2:18]3)[C:2]2=[O:1])[CH:33]=[CH:34][C:27]=1[F:26])#[N:30], predict the reactants needed to synthesize it. The reactants are: [O:1]=[C:2]1[NH:7][C:6]2[N:8]=[CH:9][CH:10]=[CH:11][C:5]=2[CH2:4][N:3]1[CH2:12][CH:13]1[CH2:18][CH2:17][N:16]([C:19]([O:21][C:22]([CH3:25])([CH3:24])[CH3:23])=[O:20])[CH2:15][CH2:14]1.[F:26][C:27]1[CH:34]=[CH:33][C:32](I)=[CH:31][C:28]=1[C:29]#[N:30]. (5) Given the product [C:3]([O:7][C:8]([N:10]1[CH2:16][CH2:15][CH2:14][N:13]([C:17]2[N:25]([CH2:26][C:27]3[CH:32]=[CH:31][CH:30]=[CH:29][CH:28]=3)[C:24]3[C:23](=[O:33])[N:22]([CH2:43][O:42][CH2:41][CH2:40][Si:39]([CH3:46])([CH3:45])[CH3:38])[C:21](=[O:34])[N:20]([CH3:35])[C:19]=3[C:18]=2[C:36]#[N:37])[CH2:12][CH2:11]1)=[O:9])([CH3:6])([CH3:4])[CH3:5], predict the reactants needed to synthesize it. The reactants are: [H-].[Na+].[C:3]([O:7][C:8]([N:10]1[CH2:16][CH2:15][CH2:14][N:13]([C:17]2[N:25]([CH2:26][C:27]3[CH:32]=[CH:31][CH:30]=[CH:29][CH:28]=3)[C:24]3[C:23](=[O:33])[NH:22][C:21](=[O:34])[N:20]([CH3:35])[C:19]=3[C:18]=2[C:36]#[N:37])[CH2:12][CH2:11]1)=[O:9])([CH3:6])([CH3:5])[CH3:4].[CH3:38][Si:39]([CH3:46])([CH3:45])[CH2:40][CH2:41][O:42][CH2:43]Cl. (6) Given the product [F:23][C:24]1[CH:25]=[CH:26][C:27]([CH2:28][O:29][CH2:30][C:31]([NH:33][CH2:34][CH2:35][CH2:36][O:10][C:7]2[CH:8]=[CH:9][C:4]([N+:1]([O-:3])=[O:2])=[CH:5][CH:6]=2)=[O:32])=[CH:38][CH:39]=1, predict the reactants needed to synthesize it. The reactants are: [N+:1]([C:4]1[CH:9]=[CH:8][C:7]([OH:10])=[CH:6][CH:5]=1)([O-:3])=[O:2].CCOC(/N=N/C(OCC)=O)=O.[F:23][C:24]1[CH:39]=[CH:38][C:27]([CH2:28][O:29][CH2:30][C:31]([NH:33][CH2:34][CH2:35][CH2:36]O)=[O:32])=[CH:26][CH:25]=1. (7) Given the product [CH2:8]([O:10][C:11](=[O:40])[C:12]([NH:36][C:37](=[O:39])[CH3:38])([CH:18]1[CH2:26][C:25]2[C:20](=[CH:21][CH:22]=[C:23]([CH2:27][CH2:28][CH2:29][CH2:30][CH2:31][CH2:32][CH2:33][CH3:34])[CH:24]=2)[CH2:19]1)[C:13]([O:15][CH2:16][CH3:17])=[O:14])[CH3:9], predict the reactants needed to synthesize it. The reactants are: [SiH](CC)(CC)CC.[CH2:8]([O:10][C:11](=[O:40])[C:12]([NH:36][C:37](=[O:39])[CH3:38])([CH:18]1[CH2:26][C:25]2[C:20](=[CH:21][CH:22]=[C:23]([CH2:27][CH2:28][CH2:29][CH2:30][CH2:31][CH2:32][CH2:33][CH3:34])[CH:24]=2)[C:19]1=O)[C:13]([O:15][CH2:16][CH3:17])=[O:14])[CH3:9].